This data is from Forward reaction prediction with 1.9M reactions from USPTO patents (1976-2016). The task is: Predict the product of the given reaction. The product is: [Cl:19][CH2:18][CH2:17][CH2:16][O:14][C:11]1[CH:12]=[CH:13][C:8]([I:7])=[CH:9][CH:10]=1. Given the reactants C(=O)([O-])[O-].[K+].[K+].[I:7][C:8]1[CH:13]=[CH:12][C:11]([OH:14])=[CH:10][CH:9]=1.Br[CH2:16][CH2:17][CH2:18][Cl:19], predict the reaction product.